Dataset: NCI-60 drug combinations with 297,098 pairs across 59 cell lines. Task: Regression. Given two drug SMILES strings and cell line genomic features, predict the synergy score measuring deviation from expected non-interaction effect. (1) Synergy scores: CSS=44.7, Synergy_ZIP=-4.66, Synergy_Bliss=-4.36, Synergy_Loewe=-1.16, Synergy_HSA=1.19. Drug 2: CC1C(C(CC(O1)OC2CC(CC3=C2C(=C4C(=C3O)C(=O)C5=C(C4=O)C(=CC=C5)OC)O)(C(=O)CO)O)N)O.Cl. Cell line: K-562. Drug 1: CC1C(C(CC(O1)OC2CC(CC3=C2C(=C4C(=C3O)C(=O)C5=C(C4=O)C(=CC=C5)OC)O)(C(=O)CO)O)N)O.Cl. (2) Drug 1: CC1C(C(=O)NC(C(=O)N2CCCC2C(=O)N(CC(=O)N(C(C(=O)O1)C(C)C)C)C)C(C)C)NC(=O)C3=C4C(=C(C=C3)C)OC5=C(C(=O)C(=C(C5=N4)C(=O)NC6C(OC(=O)C(N(C(=O)CN(C(=O)C7CCCN7C(=O)C(NC6=O)C(C)C)C)C)C(C)C)C)N)C. Drug 2: CN1C2=C(C=C(C=C2)N(CCCl)CCCl)N=C1CCCC(=O)O.Cl. Cell line: COLO 205. Synergy scores: CSS=12.9, Synergy_ZIP=-2.40, Synergy_Bliss=2.89, Synergy_Loewe=-0.275, Synergy_HSA=3.56. (3) Drug 1: CN(C)N=NC1=C(NC=N1)C(=O)N. Drug 2: N.N.Cl[Pt+2]Cl. Cell line: OVCAR-4. Synergy scores: CSS=-2.37, Synergy_ZIP=-0.168, Synergy_Bliss=-2.20, Synergy_Loewe=-2.39, Synergy_HSA=-2.37. (4) Drug 1: C1CN1C2=NC(=NC(=N2)N3CC3)N4CC4. Drug 2: C1CN(CCN1C(=O)CCBr)C(=O)CCBr. Cell line: COLO 205. Synergy scores: CSS=44.5, Synergy_ZIP=-3.73, Synergy_Bliss=-3.37, Synergy_Loewe=-12.6, Synergy_HSA=-0.580. (5) Drug 1: CC1CCC2CC(C(=CC=CC=CC(CC(C(=O)C(C(C(=CC(C(=O)CC(OC(=O)C3CCCCN3C(=O)C(=O)C1(O2)O)C(C)CC4CCC(C(C4)OC)OCCO)C)C)O)OC)C)C)C)OC. Drug 2: CC1=C(C(=O)C2=C(C1=O)N3CC4C(C3(C2COC(=O)N)OC)N4)N. Cell line: SW-620. Synergy scores: CSS=35.8, Synergy_ZIP=0.488, Synergy_Bliss=0.607, Synergy_Loewe=-6.28, Synergy_HSA=1.56. (6) Drug 1: C1=NC(=NC(=O)N1C2C(C(C(O2)CO)O)O)N. Drug 2: CN(CC1=CN=C2C(=N1)C(=NC(=N2)N)N)C3=CC=C(C=C3)C(=O)NC(CCC(=O)O)C(=O)O. Cell line: MALME-3M. Synergy scores: CSS=21.1, Synergy_ZIP=-1.75, Synergy_Bliss=2.26, Synergy_Loewe=-2.30, Synergy_HSA=3.21. (7) Drug 1: CC1=C(C(=O)C2=C(C1=O)N3CC4C(C3(C2COC(=O)N)OC)N4)N. Drug 2: CCC1=C2N=C(C=C(N2N=C1)NCC3=C[N+](=CC=C3)[O-])N4CCCCC4CCO. Cell line: SK-OV-3. Synergy scores: CSS=51.7, Synergy_ZIP=-0.577, Synergy_Bliss=-1.66, Synergy_Loewe=-7.73, Synergy_HSA=-1.49.